Dataset: Reaction yield outcomes from USPTO patents with 853,638 reactions. Task: Predict the reaction yield, written as a fraction of the theoretical maximum amount of product (1.0 means a 100% yield; for example, 0.34 means a 34% yield). (1) The reactants are [H-].C([Al+]CC(C)C)C(C)C.[CH3:11][C:12]1[CH:13]=[C:14]([C:29]2[S:33][C:32]([C:34]3([C:44]#[N:45])[CH2:43][CH2:42][C:37]4([O:41][CH2:40][CH2:39][O:38]4)[CH2:36][CH2:35]3)=[N:31][CH:30]=2)[CH:15]=[C:16]([NH:18][C:19]2[N:24]=[C:23]([C:25]([F:28])([F:27])[F:26])[CH:22]=[CH:21][N:20]=2)[CH:17]=1.CC(C[AlH]CC(C)C)C. No catalyst specified. The yield is 0.390. The product is [NH2:45][CH2:44][C:34]1([C:32]2[S:33][C:29]([C:14]3[CH:15]=[C:16]([NH:18][C:19]4[N:24]=[C:23]([C:25]([F:26])([F:28])[F:27])[CH:22]=[CH:21][N:20]=4)[CH:17]=[C:12]([CH3:11])[CH:13]=3)=[CH:30][N:31]=2)[CH2:43][CH2:42][C:37]2([O:38][CH2:39][CH2:40][O:41]2)[CH2:36][CH2:35]1. (2) The reactants are C(N(CC)CC)C.[C:8](Cl)(=[O:15])[C:9]1[CH:14]=[CH:13][CH:12]=[CH:11][CH:10]=1.[CH2:17]([O:24][C:25]1[C:26]([CH3:34])=[C:27]([CH3:33])[C:28]([NH2:32])=[N:29][C:30]=1[CH3:31])[C:18]1[CH:23]=[CH:22][CH:21]=[CH:20][CH:19]=1. The catalyst is C(Cl)Cl. The product is [CH2:17]([O:24][C:25]1[C:26]([CH3:34])=[C:27]([CH3:33])[C:28]([NH:32][C:8](=[O:15])[C:9]2[CH:14]=[CH:13][CH:12]=[CH:11][CH:10]=2)=[N:29][C:30]=1[CH3:31])[C:18]1[CH:19]=[CH:20][CH:21]=[CH:22][CH:23]=1. The yield is 0.860. (3) The reactants are [OH-].[Na+].O.[CH3:4][O:5][C:6]1[CH:14]=[C:13]2[C:9]([C:10]([CH:15]([CH3:20])[C:16]([O:18]C)=[O:17])=[CH:11][CH2:12]2)=[CH:8][CH:7]=1.C1COCC1. The catalyst is CO. The product is [CH3:4][O:5][C:6]1[CH:14]=[C:13]2[C:9]([C:10]([CH:15]([CH3:20])[C:16]([OH:18])=[O:17])=[CH:11][CH2:12]2)=[CH:8][CH:7]=1. The yield is 0.900. (4) The reactants are I[C:2]1[N:10]=[CH:9][C:8]2[NH:7][C:6]3[N:11]=[CH:12][C:13]([C:15]4[CH:20]=[CH:19][C:18]([CH2:21][N:22]5[CH2:27][CH2:26][CH2:25][CH2:24][CH2:23]5)=[CH:17][CH:16]=4)=[CH:14][C:5]=3[C:4]=2[CH:3]=1.[CH3:28][N:29]1[C:33]([Sn](C)(C)C)=[CH:32][N:31]=[N:30]1.C(N(CC)C(C)C)(C)C. The catalyst is O1CCOCC1.C(Cl)Cl.CO.Cl[Pd](Cl)([P](C1C=CC=CC=1)(C1C=CC=CC=1)C1C=CC=CC=1)[P](C1C=CC=CC=1)(C1C=CC=CC=1)C1C=CC=CC=1. The product is [CH3:28][N:29]1[C:33]([C:2]2[N:10]=[CH:9][C:8]3[NH:7][C:6]4[N:11]=[CH:12][C:13]([C:15]5[CH:16]=[CH:17][C:18]([CH2:21][N:22]6[CH2:27][CH2:26][CH2:25][CH2:24][CH2:23]6)=[CH:19][CH:20]=5)=[CH:14][C:5]=4[C:4]=3[CH:3]=2)=[CH:32][N:31]=[N:30]1. The yield is 0.200.